This data is from Forward reaction prediction with 1.9M reactions from USPTO patents (1976-2016). The task is: Predict the product of the given reaction. (1) Given the reactants [N+:1]([C:4]1[CH:9]=[CH:8][C:7]([S:10](Cl)(=[O:12])=[O:11])=[CH:6][CH:5]=1)([O-:3])=[O:2].N1C=CC=CC=1.C1COCC1.[CH3:25][C:26]1([CH3:32])[CH2:31][CH2:30][NH:29][CH2:28][CH2:27]1, predict the reaction product. The product is: [CH3:25][C:26]1([CH3:32])[CH2:31][CH2:30][N:29]([S:10]([C:7]2[CH:8]=[CH:9][C:4]([N+:1]([O-:3])=[O:2])=[CH:5][CH:6]=2)(=[O:12])=[O:11])[CH2:28][CH2:27]1. (2) Given the reactants FC(F)(C(F)(F)F)C[O:4][C:5](=[O:26])[C@H:6]([OH:25])[CH2:7][C@H:8]([NH2:24])[CH2:9][C:10]1[CH:15]=[CH:14][C:13]([C:16]2[CH:21]=[C:20]([Cl:22])[CH:19]=[CH:18][C:17]=2[F:23])=[CH:12][CH:11]=1.[OH:32][N:33]1[CH:37]=[C:36]([C:38](O)=[O:39])[N:35]=[N:34]1.CN(C(ON1N=NC2C=CC=NC1=2)=[N+](C)C)C.F[P-](F)(F)(F)(F)F.CN(C=O)C.CCN(C(C)C)C(C)C, predict the reaction product. The product is: [Cl:22][C:20]1[CH:19]=[CH:18][C:17]([F:23])=[C:16]([C:13]2[CH:12]=[CH:11][C:10]([CH2:9][C@@H:8]([NH:24][C:38]([C:36]3[N:35]=[N:34][N:33]([OH:32])[CH:37]=3)=[O:39])[CH2:7][C@@H:6]([OH:25])[C:5]([OH:4])=[O:26])=[CH:15][CH:14]=2)[CH:21]=1. (3) Given the reactants Cl[C:2]1[C:11]([CH3:12])=[C:10]([Cl:13])[C:9]2[C:4](=[CH:5][C:6]([F:14])=[CH:7][CH:8]=2)[N:3]=1.[CH3:15][C:16]1[CH:21]=[CH:20][N:19]=[C:18]([Sn](CCCC)(CCCC)CCCC)[CH:17]=1, predict the reaction product. The product is: [Cl:13][C:10]1[C:9]2[C:4](=[CH:5][C:6]([F:14])=[CH:7][CH:8]=2)[N:3]=[C:2]([C:18]2[CH:17]=[C:16]([CH3:15])[CH:21]=[CH:20][N:19]=2)[C:11]=1[CH3:12]. (4) Given the reactants C([O:3][C:4](=O)[CH:5]([O:7][CH:8]1[CH2:11][N:10]([C:12]([O:14][C:15]([CH3:18])([CH3:17])[CH3:16])=[O:13])[CH2:9]1)[CH3:6])C, predict the reaction product. The product is: [OH:3][CH2:4][CH:5]([O:7][CH:8]1[CH2:11][N:10]([C:12]([O:14][C:15]([CH3:16])([CH3:18])[CH3:17])=[O:13])[CH2:9]1)[CH3:6]. (5) Given the reactants Cl.Cl.[NH2:3][CH:4]([C:16]1[CH:21]=[CH:20][CH:19]=[CH:18][CH:17]=1)[C:5]([O:7][C@@H:8]1[CH:13]2[CH2:14][CH2:15][N:10]([CH2:11][CH2:12]2)[CH2:9]1)=[O:6].C(N(CC)CC)C.[CH3:29][C:30]1[S:31][C:32]([S:36](Cl)(=[O:38])=[O:37])=[C:33]([CH3:35])[N:34]=1, predict the reaction product. The product is: [CH3:29][C:30]1[S:31][C:32]([S:36]([NH:3][CH:4]([C:16]2[CH:21]=[CH:20][CH:19]=[CH:18][CH:17]=2)[C:5]([O:7][C@@H:8]2[CH:13]3[CH2:12][CH2:11][N:10]([CH2:15][CH2:14]3)[CH2:9]2)=[O:6])(=[O:38])=[O:37])=[C:33]([CH3:35])[N:34]=1.